The task is: Regression. Given two drug SMILES strings and cell line genomic features, predict the synergy score measuring deviation from expected non-interaction effect.. This data is from NCI-60 drug combinations with 297,098 pairs across 59 cell lines. (1) Drug 1: C1C(C(OC1N2C=C(C(=O)NC2=O)F)CO)O. Drug 2: N.N.Cl[Pt+2]Cl. Cell line: SF-295. Synergy scores: CSS=35.8, Synergy_ZIP=-4.78, Synergy_Bliss=-0.432, Synergy_Loewe=-16.0, Synergy_HSA=-0.785. (2) Drug 1: CC1=CC2C(CCC3(C2CCC3(C(=O)C)OC(=O)C)C)C4(C1=CC(=O)CC4)C. Drug 2: C1=C(C(=O)NC(=O)N1)N(CCCl)CCCl. Cell line: SF-268. Synergy scores: CSS=25.4, Synergy_ZIP=5.09, Synergy_Bliss=7.92, Synergy_Loewe=-12.0, Synergy_HSA=4.23. (3) Drug 1: CN1CCC(CC1)COC2=C(C=C3C(=C2)N=CN=C3NC4=C(C=C(C=C4)Br)F)OC. Drug 2: COC1=C(C=C2C(=C1)N=CN=C2NC3=CC(=C(C=C3)F)Cl)OCCCN4CCOCC4. Cell line: SF-295. Synergy scores: CSS=4.13, Synergy_ZIP=-2.56, Synergy_Bliss=2.91, Synergy_Loewe=3.40, Synergy_HSA=3.72. (4) Drug 1: C1=NC(=NC(=O)N1C2C(C(C(O2)CO)O)O)N. Drug 2: CC(C)NC(=O)C1=CC=C(C=C1)CNNC.Cl. Cell line: TK-10. Synergy scores: CSS=23.8, Synergy_ZIP=-6.74, Synergy_Bliss=0.822, Synergy_Loewe=-12.7, Synergy_HSA=-1.91. (5) Drug 1: CC12CCC(CC1=CCC3C2CCC4(C3CC=C4C5=CN=CC=C5)C)O. Drug 2: C1CN(P(=O)(OC1)NCCCl)CCCl. Cell line: COLO 205. Synergy scores: CSS=-2.21, Synergy_ZIP=1.46, Synergy_Bliss=-5.54, Synergy_Loewe=-9.44, Synergy_HSA=-9.61. (6) Drug 1: C1C(C(OC1N2C=NC(=NC2=O)N)CO)O. Drug 2: CC1C(C(CC(O1)OC2CC(CC3=C2C(=C4C(=C3O)C(=O)C5=C(C4=O)C(=CC=C5)OC)O)(C(=O)CO)O)N)O.Cl. Cell line: HOP-62. Synergy scores: CSS=48.4, Synergy_ZIP=0.880, Synergy_Bliss=-0.00784, Synergy_Loewe=-19.7, Synergy_HSA=2.54.